From a dataset of Peptide-MHC class II binding affinity with 134,281 pairs from IEDB. Regression. Given a peptide amino acid sequence and an MHC pseudo amino acid sequence, predict their binding affinity value. This is MHC class II binding data. (1) The peptide sequence is DLGRNEVVNDVSTFS. The MHC is HLA-DPA10103-DPB10401 with pseudo-sequence HLA-DPA10103-DPB10401. The binding affinity (normalized) is 0. (2) The peptide sequence is HTLWSNGVLESDMII. The MHC is DRB1_0405 with pseudo-sequence DRB1_0405. The binding affinity (normalized) is 0.173. (3) The peptide sequence is YEVRAELPGVDPDKD. The MHC is HLA-DPA10103-DPB10401 with pseudo-sequence HLA-DPA10103-DPB10401. The binding affinity (normalized) is 0.0503. (4) The peptide sequence is GTPVCVNGLMLLEIK. The MHC is DRB1_0101 with pseudo-sequence DRB1_0101. The binding affinity (normalized) is 0.738. (5) The peptide sequence is SWIQSIPFVHLGHRD. The MHC is HLA-DQA10301-DQB10302 with pseudo-sequence HLA-DQA10301-DQB10302. The binding affinity (normalized) is 0.178. (6) The peptide sequence is WNTGHDWILADKRPT. The MHC is HLA-DQA10201-DQB10303 with pseudo-sequence HLA-DQA10201-DQB10303. The binding affinity (normalized) is 0.244. (7) The peptide sequence is DMGFDAAAPAPEHQP. The MHC is HLA-DQA10501-DQB10201 with pseudo-sequence HLA-DQA10501-DQB10201. The binding affinity (normalized) is 0.371. (8) The MHC is HLA-DQA10104-DQB10503 with pseudo-sequence HLA-DQA10104-DQB10503. The peptide sequence is GELEFEEFVSLASRF. The binding affinity (normalized) is 0.343. (9) The peptide sequence is AHARSYQTLSTQAAA. The MHC is HLA-DQA10401-DQB10402 with pseudo-sequence HLA-DQA10401-DQB10402. The binding affinity (normalized) is 0.264. (10) The peptide sequence is IDIEGRFNDPVEIAI. The MHC is DRB1_0101 with pseudo-sequence DRB1_0101. The binding affinity (normalized) is 0.